From a dataset of Catalyst prediction with 721,799 reactions and 888 catalyst types from USPTO. Predict which catalyst facilitates the given reaction. (1) Reactant: [CH3:1][C:2]1[N:3]=[C:4]([C:7]2[C:8]3[CH2:16][CH2:15][CH2:14][CH2:13][C:9]=3[S:10][C:11]=2[NH2:12])[S:5][CH:6]=1.[C:17]([O:21][C:22](=[O:32])[CH2:23][N:24]1[CH2:28][CH2:27][CH2:26][CH:25]1[C:29]([O-])=[O:30])([CH3:20])([CH3:19])[CH3:18].[Li+].F[B-](F)(F)F.BrC1C=CC=C[N+]=1CC.CCN(C(C)C)C(C)C.[NH4+].[Cl-]. Product: [CH3:1][C:2]1[N:3]=[C:4]([C:7]2[C:8]3[CH2:16][CH2:15][CH2:14][CH2:13][C:9]=3[S:10][C:11]=2[NH:12][C:29]([CH:25]2[CH2:26][CH2:27][CH2:28][N:24]2[CH2:23][C:22]([O:21][C:17]([CH3:20])([CH3:19])[CH3:18])=[O:32])=[O:30])[S:5][CH:6]=1. The catalyst class is: 2. (2) Reactant: C(N(CC)CC)C.[C:8]1([CH3:22])[CH:13]=[CH:12][CH:11]=[C:10]([NH:14][C:15]2[C:20]([NH2:21])=[CH:19][CH:18]=[CH:17][N:16]=2)[CH:9]=1.[C:23]([O:27][C:28]([NH:30][C@@H:31]([CH3:35])[C:32](O)=[O:33])=[O:29])([CH3:26])([CH3:25])[CH3:24].C1C=NC2N(O)N=NC=2C=1.Cl.CN(C)CCCN=C=NCC. Product: [C:23]([O:27][C:28](=[O:29])[NH:30][C@H:31]([C:32](=[O:33])[NH:21][C:20]1[C:15]([NH:14][C:10]2[CH:9]=[C:8]([CH3:22])[CH:13]=[CH:12][CH:11]=2)=[N:16][CH:17]=[CH:18][CH:19]=1)[CH3:35])([CH3:24])([CH3:25])[CH3:26]. The catalyst class is: 2. (3) Reactant: [N+:1]([C:4]1[CH:5]=[C:6]2[C:10](=[CH:11][CH:12]=1)[NH:9][N:8]=[CH:7]2)([O-:3])=[O:2].C(N(CC)CC)C.[C:20](OC(=O)C)(=[O:22])[CH3:21].CCOC(C)=O. Product: [N+:1]([C:4]1[CH:5]=[C:6]2[C:10](=[CH:11][CH:12]=1)[N:9]([C:20](=[O:22])[CH3:21])[N:8]=[CH:7]2)([O-:3])=[O:2]. The catalyst class is: 1. (4) Reactant: I[C:2]1[CH:7]=[CH:6][CH:5]=[CH:4][C:3]=1[NH:8][C:9](=[O:17])[CH2:10][C:11]1[CH:16]=CN=[CH:13][CH:12]=1.[N:18]1C=CC=C(CC(O)=O)[CH:19]=1.[Cl:28]C(OCC(C)C)=O.IC1C=CC=CC=1N. Product: [ClH:28].[NH:18]1[CH2:19][CH2:13][CH2:12][C:11]2([C:2]3[C:3](=[CH:4][CH:5]=[CH:6][CH:7]=3)[NH:8][C:9](=[O:17])[CH2:10]2)[CH2:16]1. The catalyst class is: 531. (5) Reactant: [CH2:1]([C:3]1[CH:12]=[C:11]2[C:6]([CH:7]=[CH:8][C:9]([OH:13])=[CH:10]2)=[CH:5][CH:4]=1)[CH3:2].[CH3:14][O:15][C:16](=[O:21])[CH:17](Br)[CH2:18][CH3:19].C(=O)([O-])[O-].[Cs+].[Cs+].[Na+].[Cl-]. Product: [CH2:1]([C:3]1[CH:12]=[C:11]2[C:6]([CH:7]=[CH:8][C:9]([O:13][CH:17]([CH2:18][CH3:19])[C:16]([O:15][CH3:14])=[O:21])=[CH:10]2)=[CH:5][CH:4]=1)[CH3:2]. The catalyst class is: 12. (6) Reactant: O1[C:5]2([CH2:10][CH2:9][CH:8]([O:11][C:12]3[N:17]=[C:16]([C:18]([F:21])([F:20])[F:19])[N:15]=[C:14]([C:22]([OH:24])=[O:23])[CH:13]=3)[CH2:7][CH2:6]2)[O:4]CC1.Cl.O. Product: [O:4]=[C:5]1[CH2:10][CH2:9][CH:8]([O:11][C:12]2[N:17]=[C:16]([C:18]([F:21])([F:20])[F:19])[N:15]=[C:14]([C:22]([OH:24])=[O:23])[CH:13]=2)[CH2:7][CH2:6]1. The catalyst class is: 21.